This data is from Full USPTO retrosynthesis dataset with 1.9M reactions from patents (1976-2016). The task is: Predict the reactants needed to synthesize the given product. (1) Given the product [CH:1]1([CH2:7][CH2:8][CH2:9][C:10]([Cl:15])=[O:12])[CH2:6][CH2:5][CH2:4][CH2:3][CH2:2]1, predict the reactants needed to synthesize it. The reactants are: [CH:1]1([CH2:7][CH2:8][CH2:9][C:10]([OH:12])=O)[CH2:6][CH2:5][CH2:4][CH2:3][CH2:2]1.S(Cl)([Cl:15])=O. (2) Given the product [C:1]([N:20]1[CH:24]=[C:23]([CH2:25][CH2:26][OH:27])[N:22]=[CH:21]1)([C:14]1[CH:15]=[CH:16][CH:17]=[CH:18][CH:19]=1)([C:8]1[CH:9]=[CH:10][CH:11]=[CH:12][CH:13]=1)[C:2]1[CH:7]=[CH:6][CH:5]=[CH:4][CH:3]=1, predict the reactants needed to synthesize it. The reactants are: [C:1]([N:20]1[CH:24]=[C:23]([CH2:25][C:26](O)=[O:27])[N:22]=[CH:21]1)([C:14]1[CH:19]=[CH:18][CH:17]=[CH:16][CH:15]=1)([C:8]1[CH:13]=[CH:12][CH:11]=[CH:10][CH:9]=1)[C:2]1[CH:7]=[CH:6][CH:5]=[CH:4][CH:3]=1.B.C1COCC1. (3) Given the product [ClH:1].[ClH:1].[F:8][C@@H:9]1[CH2:14][CH2:13][NH:12][CH2:11][C@@H:10]1[NH:22][C:23]1[CH:32]=[CH:31][C:30]2[C:25](=[CH:26][CH:27]=[CH:28][CH:29]=2)[N:24]=1, predict the reactants needed to synthesize it. The reactants are: [ClH:1].O1CCOCC1.[F:8][C@@H:9]1[CH2:14][CH2:13][N:12](C(OC(C)(C)C)=O)[CH2:11][C@@H:10]1[NH:22][C:23]1[CH:32]=[CH:31][C:30]2[C:25](=[CH:26][CH:27]=[CH:28][CH:29]=2)[N:24]=1. (4) Given the product [Cl:1][C:2]1[C:11]([O:12][CH3:13])=[CH:10][C:9]([O:14][CH3:15])=[C:8]([F:16])[C:3]=1[C:4]([OH:6])=[O:5], predict the reactants needed to synthesize it. The reactants are: [Cl:1][C:2]1[C:11]([O:12][CH3:13])=[CH:10][C:9]([O:14][CH3:15])=[C:8]([F:16])[C:3]=1[C:4]([O:6]C)=[O:5].[OH-].[Na+]. (5) Given the product [CH2:2]([C:1]1[O:6][N:11]=[C:10]([C:12]2[N:13]=[N:14][C:15]([N:18]3[CH2:19][CH2:20][N:21]([C:24]([C:25]4[CH:30]=[CH:29][CH:28]=[CH:27][C:26]=4[C:31]([F:34])([F:33])[F:32])=[O:35])[CH2:22][CH2:23]3)=[CH:16][CH:17]=2)[N:9]=1)[CH2:3][CH2:4][CH3:5], predict the reactants needed to synthesize it. The reactants are: [C:1](Cl)(=[O:6])[CH2:2][CH2:3][CH2:4][CH3:5].O[NH:9][C:10]([C:12]1[N:13]=[N:14][C:15]([N:18]2[CH2:23][CH2:22][N:21]([C:24](=[O:35])[C:25]3[CH:30]=[CH:29][CH:28]=[CH:27][C:26]=3[C:31]([F:34])([F:33])[F:32])[CH2:20][CH2:19]2)=[CH:16][CH:17]=1)=[NH:11]. (6) Given the product [CH2:1]([C@H:8]1[CH2:9][NH:10][CH2:11][CH2:12][NH:13]1)[C:2]1[CH:7]=[CH:6][CH:5]=[CH:4][CH:3]=1, predict the reactants needed to synthesize it. The reactants are: [CH2:1]([C@@H:8]1[NH:13][C:12](=O)[CH2:11][NH:10][C:9]1=O)[C:2]1[CH:7]=[CH:6][CH:5]=[CH:4][CH:3]=1.[H-].[Al+3].[Li+].[H-].[H-].[H-].